This data is from Reaction yield outcomes from USPTO patents with 853,638 reactions. The task is: Predict the reaction yield, written as a fraction of the theoretical maximum amount of product (1.0 means a 100% yield; for example, 0.34 means a 34% yield). (1) The reactants are [Si]([O:8][CH2:9][CH2:10][CH2:11][NH:12][C:13]1[CH:22]=[C:21]2[C:16]([CH:17]=[C:18]([C:24]3[CH:29]=[CH:28][CH:27]=[CH:26][C:25]=3[C:30]([F:33])([F:32])[F:31])[NH:19][C:20]2=[O:23])=[CH:15][CH:14]=1)(C(C)(C)C)(C)C.C(Cl)Cl. The catalyst is C1COCC1. The product is [OH:8][CH2:9][CH2:10][CH2:11][NH:12][C:13]1[CH:22]=[C:21]2[C:16]([CH:17]=[C:18]([C:24]3[CH:29]=[CH:28][CH:27]=[CH:26][C:25]=3[C:30]([F:33])([F:31])[F:32])[NH:19][C:20]2=[O:23])=[CH:15][CH:14]=1. The yield is 0.950. (2) The reactants are C(N(CC)CC)C.[Br:8][C:9]1[CH:14]=[CH:13][C:12]([N:15]([CH2:26][CH2:27][OH:28])[C:16]([C:18]2[C:19]([Cl:25])=[N:20][CH:21]=[N:22][C:23]=2Cl)=[O:17])=[CH:11][CH:10]=1. The catalyst is C(#N)C. The product is [Br:8][C:9]1[CH:14]=[CH:13][C:12]([N:15]2[C:16](=[O:17])[C:18]3[C:19]([Cl:25])=[N:20][CH:21]=[N:22][C:23]=3[O:28][CH2:27][CH2:26]2)=[CH:11][CH:10]=1. The yield is 0.760.